From a dataset of Catalyst prediction with 721,799 reactions and 888 catalyst types from USPTO. Predict which catalyst facilitates the given reaction. Reactant: Cl.Cl.[CH2:3]([O:5][C:6](=[O:30])[CH2:7][C:8]1[CH:13]=[CH:12][C:11]([O:14][CH3:15])=[C:10]([C:16]2[C:25]([CH2:26][NH:27][CH2:28][CH3:29])=[CH:24][C:23]3[C:18](=[CH:19][CH:20]=[CH:21][CH:22]=3)[N:17]=2)[CH:9]=1)[CH3:4].C(N(C(C)C)CC)(C)C.[CH:40]1([C:43](Cl)=[O:44])[CH2:42][CH2:41]1. Product: [CH2:3]([O:5][C:6](=[O:30])[CH2:7][C:8]1[CH:13]=[CH:12][C:11]([O:14][CH3:15])=[C:10]([C:16]2[C:25]([CH2:26][N:27]([C:43]([CH:40]3[CH2:42][CH2:41]3)=[O:44])[CH2:28][CH3:29])=[CH:24][C:23]3[C:18](=[CH:19][CH:20]=[CH:21][CH:22]=3)[N:17]=2)[CH:9]=1)[CH3:4]. The catalyst class is: 2.